Predict which catalyst facilitates the given reaction. From a dataset of Catalyst prediction with 721,799 reactions and 888 catalyst types from USPTO. (1) Reactant: CC([O-])(C)C.[K+].[C:7]1([S:13]([CH2:16][CH2:17][SH:18])(=[O:15])=[O:14])[CH:12]=[CH:11][CH:10]=[CH:9][CH:8]=1.Cl[C:20]1[C:25]([N+:26]([O-:28])=[O:27])=[CH:24][CH:23]=[CH:22][N:21]=1.CCCCCC. Product: [C:7]1([S:13]([CH2:16][CH2:17][S:18][C:20]2[C:25]([N+:26]([O-:28])=[O:27])=[CH:24][CH:23]=[CH:22][N:21]=2)(=[O:15])=[O:14])[CH:8]=[CH:9][CH:10]=[CH:11][CH:12]=1. The catalyst class is: 163. (2) Reactant: [NH2:1][C:2]1[CH:21]=[CH:20][C:5]([O:6][C:7]2[CH:12]=[CH:11][N:10]=[C:9]([NH:13][C:14]([N:16]3[CH2:19][CH2:18][CH2:17]3)=[O:15])[CH:8]=2)=[CH:4][CH:3]=1.[F:22][C:23]1[CH:28]=[CH:27][C:26]([NH:29][C:30]([C:32]2([C:35](O)=[O:36])[CH2:34][CH2:33]2)=[O:31])=[CH:25][CH:24]=1.C(N(C(C)C)CC)(C)C.CN(C(ON1N=NC2C=CC=CC1=2)=[N+](C)C)C.F[P-](F)(F)(F)(F)F. Product: [N:16]1([C:14]([NH:13][C:9]2[CH:8]=[C:7]([O:6][C:5]3[CH:20]=[CH:21][C:2]([NH:1][C:35]([C:32]4([C:30]([NH:29][C:26]5[CH:27]=[CH:28][C:23]([F:22])=[CH:24][CH:25]=5)=[O:31])[CH2:34][CH2:33]4)=[O:36])=[CH:3][CH:4]=3)[CH:12]=[CH:11][N:10]=2)=[O:15])[CH2:19][CH2:18][CH2:17]1. The catalyst class is: 9. (3) Reactant: [CH3:1][N:2]1[CH2:7][CH2:6]O[CH2:4][CH2:3]1.[CH2:8](OC(Cl)=O)[CH:9]([CH3:11])C.F[C:17](F)(F)[C:18](O)=O.ICC[CH2:26][CH2:27][CH2:28][CH2:29][CH3:30].[C:31](=[O:34])([O-])[O-:32].[K+].[K+].[CH3:37][N:38](C)C=O. Product: [CH2:7]([N:2]1[CH2:1][CH2:11][C@H:9]([CH:8]([NH:38][CH3:37])[C:31]([OH:32])=[O:34])[C@@H:4]([CH:17]=[CH2:18])[CH2:3]1)[CH2:6][CH2:30][CH2:29][CH2:28][CH2:27][CH3:26]. The catalyst class is: 866. (4) The catalyst class is: 3. Reactant: [Br:1][C:2]1[C:3](=[O:9])[NH:4][N:5]=[C:6]([Cl:8])[CH:7]=1.[H-].[Na+].[CH3:12][Si:13]([CH3:20])([CH3:19])[CH2:14][CH2:15][O:16][CH2:17]Cl. Product: [Br:1][C:2]1[C:3](=[O:9])[N:4]([CH2:17][O:16][CH2:15][CH2:14][Si:13]([CH3:20])([CH3:19])[CH3:12])[N:5]=[C:6]([Cl:8])[CH:7]=1. (5) Reactant: OC1C(=O)NN=C(CCC2C=CC=CC=2)C=1.C([O:24][C:25]1[N:26]=[N:27][C:28]([C:39]#[C:40][C:41]2[CH:46]=[CH:45][C:44]([O:47][CH:48]([F:50])[F:49])=[CH:43][CH:42]=2)=[CH:29][C:30]=1[O:31]CC1C=CC=CC=1)C1C=CC=CC=1.O1CCCC1. Product: [F:50][CH:48]([F:49])[O:47][C:44]1[CH:43]=[CH:42][C:41]([CH2:40][CH2:39][C:28]2[CH:29]=[C:30]([OH:31])[C:25](=[O:24])[NH:26][N:27]=2)=[CH:46][CH:45]=1. The catalyst class is: 5. (6) Reactant: C(OC([N:8]1[CH2:13][CH2:12][CH:11]([NH:14][S:15]([C:18]2[C:27]3[C:22](=[CH:23][CH:24]=[CH:25][CH:26]=3)[C:21]([C:28](=[O:36])[NH:29][CH:30]3[CH2:35][CH2:34][CH2:33][CH2:32][CH2:31]3)=[CH:20][CH:19]=2)(=[O:17])=[O:16])[CH2:10][CH2:9]1)=O)(C)(C)C. Product: [CH:30]1([NH:29][C:28]([C:21]2[C:22]3[C:27](=[CH:26][CH:25]=[CH:24][CH:23]=3)[C:18]([S:15](=[O:17])(=[O:16])[NH:14][CH:11]3[CH2:10][CH2:9][NH:8][CH2:13][CH2:12]3)=[CH:19][CH:20]=2)=[O:36])[CH2:35][CH2:34][CH2:33][CH2:32][CH2:31]1. The catalyst class is: 89. (7) Reactant: Br[C:2]1[CH:3]=[C:4]([N:22]([CH2:29][CH3:30])[CH:23]2[CH2:28][CH2:27][O:26][CH2:25][CH2:24]2)[C:5]([CH3:21])=[C:6]([CH:20]=1)[C:7]([NH:9][CH2:10][C:11]1[C:12](=[O:19])[NH:13][C:14]([CH3:18])=[CH:15][C:16]=1[CH3:17])=[O:8].[C:31]1([CH3:40])[CH:36]=[CH:35][C:34](B(O)O)=[CH:33][CH:32]=1.C([O-])([O-])=O.[Na+].[Na+]. Product: [CH3:17][C:16]1[CH:15]=[C:14]([CH3:18])[NH:13][C:12](=[O:19])[C:11]=1[CH2:10][NH:9][C:7]([C:6]1[CH:20]=[C:2]([C:34]2[CH:35]=[CH:36][C:31]([CH3:40])=[CH:32][CH:33]=2)[CH:3]=[C:4]([N:22]([CH2:29][CH3:30])[CH:23]2[CH2:28][CH2:27][O:26][CH2:25][CH2:24]2)[C:5]=1[CH3:21])=[O:8]. The catalyst class is: 70. (8) Reactant: [Cl:1][C:2]1[C:7]([CH3:8])=[C:6]([C:9]2[CH:10]=[N:11][N:12]([CH:14]([O:16][CH2:17][CH3:18])[CH3:15])[CH:13]=2)[C:5]([C:19]2[CH:24]=[CH:23][CH:22]=[C:21]([F:25])[CH:20]=2)=[C:4]([C:26](=O)[CH3:27])[CH:3]=1.C([O-])(=O)C.[NH4+].C([BH3-])#[N:35].[Na+].O1CCCC1. Product: [Cl:1][C:2]1[C:7]([CH3:8])=[C:6]([C:9]2[CH:10]=[N:11][N:12]([CH:14]([O:16][CH2:17][CH3:18])[CH3:15])[CH:13]=2)[C:5]([C:19]2[CH:24]=[CH:23][CH:22]=[C:21]([F:25])[CH:20]=2)=[C:4]([CH:26]([NH2:35])[CH3:27])[CH:3]=1. The catalyst class is: 449. (9) Reactant: [Cl:1][C:2]1[N:7]=[CH:6][C:5]2[C:8]([NH:30][CH2:31][CH3:32])=[N:9][N:10]([C:11]([C:24]3[CH:29]=[CH:28][CH:27]=[CH:26][CH:25]=3)([C:18]3[CH:23]=[CH:22][CH:21]=[CH:20][CH:19]=3)[C:12]3[CH:17]=[CH:16][CH:15]=[CH:14][CH:13]=3)[C:4]=2[CH:3]=1.[Li+].C[Si]([N-][Si](C)(C)C)(C)C.[CH3:43][C:44]([O:47][C:48](O[C:48]([O:47][C:44]([CH3:46])([CH3:45])[CH3:43])=[O:49])=[O:49])([CH3:46])[CH3:45].O. Product: [Cl:1][C:2]1[N:7]=[CH:6][C:5]2[C:8]([N:30]([CH2:31][CH3:32])[C:48](=[O:49])[O:47][C:44]([CH3:46])([CH3:45])[CH3:43])=[N:9][N:10]([C:11]([C:18]3[CH:23]=[CH:22][CH:21]=[CH:20][CH:19]=3)([C:12]3[CH:13]=[CH:14][CH:15]=[CH:16][CH:17]=3)[C:24]3[CH:25]=[CH:26][CH:27]=[CH:28][CH:29]=3)[C:4]=2[CH:3]=1. The catalyst class is: 1.